From a dataset of Forward reaction prediction with 1.9M reactions from USPTO patents (1976-2016). Predict the product of the given reaction. Given the reactants CON(C)[C:4]([C@H:6]1[CH2:10][N:9]([C:11]([O:13][C:14]([CH3:17])([CH3:16])[CH3:15])=[O:12])[CH2:8][C@@H:7]1[C:18]([O:20][C:21]([CH3:24])([CH3:23])[CH3:22])=[O:19])=[O:5].[H-].[Al+3].[Li+].[H-].[H-].[H-].O.Cl, predict the reaction product. The product is: [CH:4]([C@H:6]1[CH2:10][N:9]([C:11]([O:13][C:14]([CH3:17])([CH3:15])[CH3:16])=[O:12])[CH2:8][C@@H:7]1[C:18]([O:20][C:21]([CH3:24])([CH3:23])[CH3:22])=[O:19])=[O:5].